This data is from Full USPTO retrosynthesis dataset with 1.9M reactions from patents (1976-2016). The task is: Predict the reactants needed to synthesize the given product. Given the product [CH3:9][C:10]([C:2]1[CH:7]=[C:6]([CH3:8])[CH:5]=[CH:4][N:3]=1)([CH3:13])[C:11]#[N:12], predict the reactants needed to synthesize it. The reactants are: F[C:2]1[CH:7]=[C:6]([CH3:8])[CH:5]=[CH:4][N:3]=1.[CH3:9][CH:10]([CH3:13])[C:11]#[N:12].